From a dataset of NCI-60 drug combinations with 297,098 pairs across 59 cell lines. Regression. Given two drug SMILES strings and cell line genomic features, predict the synergy score measuring deviation from expected non-interaction effect. (1) Drug 2: C1=NC(=NC(=O)N1C2C(C(C(O2)CO)O)O)N. Drug 1: CCC1=C2CN3C(=CC4=C(C3=O)COC(=O)C4(CC)O)C2=NC5=C1C=C(C=C5)O. Cell line: SF-268. Synergy scores: CSS=42.8, Synergy_ZIP=-1.56, Synergy_Bliss=-0.556, Synergy_Loewe=-0.228, Synergy_HSA=2.23. (2) Drug 1: C1=CC(=CC=C1CCCC(=O)O)N(CCCl)CCCl. Drug 2: CC1C(C(CC(O1)OC2CC(CC3=C2C(=C4C(=C3O)C(=O)C5=CC=CC=C5C4=O)O)(C(=O)C)O)N)O. Cell line: SW-620. Synergy scores: CSS=46.0, Synergy_ZIP=1.49, Synergy_Bliss=3.74, Synergy_Loewe=-17.3, Synergy_HSA=6.37. (3) Drug 1: C1=CC(=CC=C1CC(C(=O)O)N)N(CCCl)CCCl.Cl. Drug 2: C1=CC=C(C(=C1)C(C2=CC=C(C=C2)Cl)C(Cl)Cl)Cl. Cell line: HCC-2998. Synergy scores: CSS=15.4, Synergy_ZIP=-0.0680, Synergy_Bliss=7.23, Synergy_Loewe=-0.128, Synergy_HSA=3.82.